Regression. Given a peptide amino acid sequence and an MHC pseudo amino acid sequence, predict their binding affinity value. This is MHC class I binding data. From a dataset of Peptide-MHC class I binding affinity with 185,985 pairs from IEDB/IMGT. The peptide sequence is SKGETVNPL. The MHC is HLA-A11:01 with pseudo-sequence HLA-A11:01. The binding affinity (normalized) is 0.0847.